From a dataset of Full USPTO retrosynthesis dataset with 1.9M reactions from patents (1976-2016). Predict the reactants needed to synthesize the given product. (1) Given the product [CH2:39]([O:46][C@@H:47]1[C@@H:53]([O:54][CH2:55][C:56]2[CH:61]=[CH:60][CH:59]=[CH:58][CH:57]=2)[C@H:52]([O:62][CH2:63][C:64]2[CH:65]=[CH:66][CH:67]=[CH:68][CH:69]=2)[C@@H:51]([CH2:70][O:71][CH2:72][C:73]2[CH:74]=[CH:75][CH:76]=[CH:77][CH:78]=2)[O:50][C:48]1([C:13]1[CH:37]=[C:36]([F:38])[CH:35]=[C:15]([CH2:16][O:17][Si:18]([C:31]([CH3:32])([CH3:33])[CH3:34])([C:19]2[CH:20]=[CH:21][CH:22]=[CH:23][CH:24]=2)[C:25]2[CH:30]=[CH:29][CH:28]=[CH:27][CH:26]=2)[CH:14]=1)[OH:49])[C:40]1[CH:41]=[CH:42][CH:43]=[CH:44][CH:45]=1, predict the reactants needed to synthesize it. The reactants are: CCCCCC.C([Li])CCC.Br[C:13]1[CH:14]=[C:15]([CH:35]=[C:36]([F:38])[CH:37]=1)[CH2:16][O:17][Si:18]([C:31]([CH3:34])([CH3:33])[CH3:32])([C:25]1[CH:30]=[CH:29][CH:28]=[CH:27][CH:26]=1)[C:19]1[CH:24]=[CH:23][CH:22]=[CH:21][CH:20]=1.[CH2:39]([O:46][C@@H:47]1[C@@H:53]([O:54][CH2:55][C:56]2[CH:61]=[CH:60][CH:59]=[CH:58][CH:57]=2)[C@H:52]([O:62][CH2:63][C:64]2[CH:69]=[CH:68][CH:67]=[CH:66][CH:65]=2)[C@@H:51]([CH2:70][O:71][CH2:72][C:73]2[CH:78]=[CH:77][CH:76]=[CH:75][CH:74]=2)[O:50][C:48]1=[O:49])[C:40]1[CH:45]=[CH:44][CH:43]=[CH:42][CH:41]=1.Cl.S([O-])([O-])(=O)=O.[Mg+2]. (2) Given the product [CH3:1][C:2]1[CH:3]=[CH:4][C:5]2[N:6]([C:17]3[CH:22]=[CH:21][C:20]([O:23][CH3:24])=[CH:19][CH:18]=3)[C:7]3[C:12]([C:13]=2[CH:14]=1)=[CH:11][C:10]([CH3:15])=[CH:9][CH:8]=3, predict the reactants needed to synthesize it. The reactants are: [CH3:1][C:2]1[CH:3]=[CH:4][C:5]2[NH:6][C:7]3[C:12]([C:13]=2[CH:14]=1)=[CH:11][C:10]([CH3:15])=[CH:9][CH:8]=3.I[C:17]1[CH:22]=[CH:21][C:20]([O:23][CH3:24])=[CH:19][CH:18]=1.P([O-])([O-])([O-])=O.[K+].[K+].[K+].N[C@@H]1CCCC[C@H]1N. (3) Given the product [F:1][C:2]1[CH:10]=[C:9]([C:11]2[N:12]=[N:13][C:14]([O:17][CH2:18][CH:19]3[CH2:20][CH2:21][N:22]([CH2:25][C:26]([F:29])([CH3:28])[CH3:27])[CH2:23][CH2:24]3)=[CH:15][CH:16]=2)[CH:8]=[CH:7][C:3]=1[C:4]([N:53]1[CH2:57][CH2:56][CH2:55][C@H:54]1[C:58]([NH2:60])=[O:59])=[O:5], predict the reactants needed to synthesize it. The reactants are: [F:1][C:2]1[CH:10]=[C:9]([C:11]2[N:12]=[N:13][C:14]([O:17][CH2:18][CH:19]3[CH2:24][CH2:23][N:22]([CH2:25][C:26]([F:29])([CH3:28])[CH3:27])[CH2:21][CH2:20]3)=[CH:15][CH:16]=2)[CH:8]=[CH:7][C:3]=1[C:4](O)=[O:5].C(Cl)CCl.C1C=CC2N(O)N=NC=2C=1.CCN(C(C)C)C(C)C.[NH:53]1[CH2:57][CH2:56][CH2:55][C@H:54]1[C:58]([NH2:60])=[O:59]. (4) Given the product [ClH:1].[CH3:23][O:22][C:19]1[CH:20]=[C:21]2[C:16]([CH:15]=[CH:14][C:13](=[O:24])[N:12]2[CH2:11][CH2:10][N:7]2[CH2:6][CH2:5][CH:4]([NH:3][CH2:43][C:41]3[CH:40]=[CH:39][C:36]4[O:37][CH2:38][C:33](=[O:32])[NH:34][C:35]=4[N:42]=3)[CH2:9][CH2:8]2)=[N:17][CH:18]=1, predict the reactants needed to synthesize it. The reactants are: [ClH:1].Cl.[NH2:3][CH:4]1[CH2:9][CH2:8][N:7]([CH2:10][CH2:11][N:12]2[C:21]3[C:16](=[N:17][CH:18]=[C:19]([O:22][CH3:23])[CH:20]=3)[CH:15]=[CH:14][C:13]2=[O:24])[CH2:6][CH2:5]1.C(N(CC)CC)C.[O:32]=[C:33]1[CH2:38][O:37][C:36]2[CH:39]=[CH:40][C:41]([CH:43]=O)=[N:42][C:35]=2[NH:34]1.[BH-](OC(C)=O)(OC(C)=O)OC(C)=O.[Na+].C([O-])(O)=O.[Na+]. (5) Given the product [Cl:1][C:2]1[CH:3]=[C:4]2[C:12](=[CH:13][CH:14]=1)[O:11][C:7]1([CH2:8][CH2:9][CH2:10]1)[CH2:6]/[C:5]/2=[CH:15]\[C:16]([OH:18])=[O:17], predict the reactants needed to synthesize it. The reactants are: [Cl:1][C:2]1[CH:3]=[C:4]2[C:12](=[CH:13][CH:14]=1)[O:11][C:7]1([CH2:10][CH2:9][CH2:8]1)[CH2:6]/[C:5]/2=[CH:15]\[C:16]([O:18]CC)=[O:17].[OH-].[Na+]. (6) The reactants are: [F:1][C:2]([F:25])([F:24])[C@@H:3]1[CH2:8][CH2:7][C@H:6]([NH:9][C:10]2[CH:11]=[C:12]3[C:17](=[CH:18][CH:19]=2)[CH:16]=[C:15]([C:20]([O:22][CH3:23])=[O:21])[CH:14]=[CH:13]3)[CH2:5][CH2:4]1.C(O)(C(F)(F)F)=O.C1C(=O)N([I:40])C(=O)C1. Given the product [I:40][C:11]1[C:10]([NH:9][C@H:6]2[CH2:7][CH2:8][C@@H:3]([C:2]([F:24])([F:25])[F:1])[CH2:4][CH2:5]2)=[CH:19][CH:18]=[C:17]2[C:12]=1[CH:13]=[CH:14][C:15]([C:20]([O:22][CH3:23])=[O:21])=[CH:16]2, predict the reactants needed to synthesize it.